From a dataset of Catalyst prediction with 721,799 reactions and 888 catalyst types from USPTO. Predict which catalyst facilitates the given reaction. (1) Reactant: [CH2:1]([N:8]([C@@H:13]([CH:15]1[CH2:18][CH2:17][CH2:16]1)[CH3:14])[C:9](=[O:12])[CH2:10]Br)[C:2]1[CH:7]=[CH:6][CH:5]=[CH:4][CH:3]=1.[N-:19]=[N+:20]=[N-:21].[Na+]. Product: [N:19]([CH2:10][C:9]([N:8]([CH2:1][C:2]1[CH:7]=[CH:6][CH:5]=[CH:4][CH:3]=1)[C@@H:13]([CH:15]1[CH2:18][CH2:17][CH2:16]1)[CH3:14])=[O:12])=[N+:20]=[N-:21]. The catalyst class is: 58. (2) Reactant: Cl[CH2:2][C:3]([NH:5][C:6]1[CH:11]=[CH:10][C:9]([Cl:12])=[C:8]([C:13]([F:16])([F:15])[F:14])[CH:7]=1)=[O:4].N[C:18]1[CH:19]=[C:20]([N:24]2[CH:28]=[N:27][N:26]=[N:25]2)[CH:21]=[CH:22][CH:23]=1.CN(C=[O:33])C.[I-].[K+]. Product: [Cl:12][C:9]1[CH:10]=[CH:11][C:6]([NH:5][C:3](=[O:4])[CH2:2][O:33][C:18]2[CH:23]=[CH:22][CH:21]=[C:20]([N:24]3[CH:28]=[N:27][N:26]=[N:25]3)[CH:19]=2)=[CH:7][C:8]=1[C:13]([F:16])([F:15])[F:14]. The catalyst class is: 13. (3) Reactant: [N+:1]([C:4]1[CH:5]=[N:6][CH:7]=[CH:8][C:9]=1[N:10]1[CH2:15][CH2:14][CH2:13][CH2:12][CH2:11]1)([O-])=O. Product: [N:10]1([C:9]2[CH:8]=[CH:7][N:6]=[CH:5][C:4]=2[NH2:1])[CH2:11][CH2:12][CH2:13][CH2:14][CH2:15]1. The catalyst class is: 19. (4) Reactant: [OH:1][CH2:2][CH2:3][C:4]#[C:5][C:6]1[CH:11]=[CH:10][C:9]([C:12]2[N:13]=[C:14]3[CH:19]=[C:18]([CH3:20])[CH:17]=[CH:16][N:15]3[CH:21]=2)=[CH:8][CH:7]=1. Product: [OH:1][CH2:2][CH2:3][CH2:4][CH2:5][C:6]1[CH:7]=[CH:8][C:9]([C:12]2[N:13]=[C:14]3[CH:19]=[C:18]([CH3:20])[CH:17]=[CH:16][N:15]3[CH:21]=2)=[CH:10][CH:11]=1. The catalyst class is: 29. (5) Reactant: C(OC(=O)[NH:7][C:8]1[CH:13]=[C:12]([N:14]2[CH2:17][CH2:16][CH2:15]2)[C:11]([C:18]([F:21])([F:20])[F:19])=[CH:10][C:9]=1[NH:22][C:23](=[O:35])[CH2:24][C:25]([C:27]1[CH:32]=[CH:31][N:30]=[C:29]([C:33]#[N:34])[CH:28]=1)=O)(C)(C)C.C(O)(C(F)(F)F)=O. Product: [N:14]1([C:12]2[C:11]([C:18]([F:19])([F:21])[F:20])=[CH:10][C:9]3[NH:22][C:23](=[O:35])[CH2:24][C:25]([C:27]4[CH:32]=[CH:31][N:30]=[C:29]([C:33]#[N:34])[CH:28]=4)=[N:7][C:8]=3[CH:13]=2)[CH2:15][CH2:16][CH2:17]1. The catalyst class is: 2. (6) Reactant: Cl[C:2]1[CH:23]=[CH:22][C:5]([C:6]([NH:8][C:9]2[CH:14]=[CH:13][C:12]([Cl:15])=[C:11]([C:16]3[CH:21]=[CH:20][CH:19]=[CH:18][N:17]=3)[CH:10]=2)=[O:7])=[C:4]([CH3:24])[N:3]=1.[NH:25]1[CH2:30][CH2:29][S:28][CH2:27][CH2:26]1. Product: [Cl:15][C:12]1[CH:13]=[CH:14][C:9]([NH:8][C:6](=[O:7])[C:5]2[CH:22]=[CH:23][C:2]([N:25]3[CH2:30][CH2:29][S:28][CH2:27][CH2:26]3)=[N:3][C:4]=2[CH3:24])=[CH:10][C:11]=1[C:16]1[CH:21]=[CH:20][CH:19]=[CH:18][N:17]=1. The catalyst class is: 51. (7) Reactant: C(OC(=O)[NH:7][C:8]1[CH:13]=[CH:12][CH:11]=[CH:10][C:9]=1[NH:14][C:15]([C:17]1[S:21][C:20]2[CH:22]=[CH:23][C:24]([O:26][CH2:27][CH2:28][O:29][Si](C(C)(C)C)(C)C)=[CH:25][C:19]=2[CH:18]=1)=[O:16])(C)(C)C.[F-].C([N+](CCCC)(CCCC)CCCC)CCC. Product: [NH2:7][C:8]1[CH:13]=[CH:12][CH:11]=[CH:10][C:9]=1[NH:14][C:15]([C:17]1[S:21][C:20]2[CH:22]=[CH:23][C:24]([O:26][CH2:27][CH2:28][OH:29])=[CH:25][C:19]=2[CH:18]=1)=[O:16]. The catalyst class is: 334. (8) Reactant: Br[C:2]1([Br:17])[CH2:4][C:3]1([C:11]1[CH:16]=[CH:15][CH:14]=[CH:13][CH:12]=1)[C:5]1[CH:10]=[CH:9][CH:8]=[CH:7][CH:6]=1.[CH2:18]([Li])CCC.CCCCCC.CI. Product: [Br:17][C:2]1([CH3:18])[CH2:4][C:3]1([C:5]1[CH:6]=[CH:7][CH:8]=[CH:9][CH:10]=1)[C:11]1[CH:12]=[CH:13][CH:14]=[CH:15][CH:16]=1. The catalyst class is: 90. (9) Product: [CH3:24][O:23][C:20]1[CH:21]=[CH:22][C:17]([CH:15]([NH:16][CH:3]([C:26]2[O:25][CH:29]=[CH:28][CH:27]=2)[C:2]([OH:6])=[O:5])[C:12]2[CH:11]=[CH:10][C:9]([O:8][CH3:7])=[CH:14][CH:13]=2)=[CH:18][CH:19]=1. Reactant: O.[C:2]([OH:6])(=[O:5])[CH:3]=O.[CH3:7][O:8][C:9]1[CH:14]=[CH:13][C:12]([CH:15]([C:17]2[CH:22]=[CH:21][C:20]([O:23][CH3:24])=[CH:19][CH:18]=2)[NH2:16])=[CH:11][CH:10]=1.[O:25]1[CH:29]=[CH:28][CH:27]=[C:26]1B(O)O. The catalyst class is: 2.